Dataset: Forward reaction prediction with 1.9M reactions from USPTO patents (1976-2016). Task: Predict the product of the given reaction. (1) Given the reactants [H-].[Na+].[O:3]1[CH2:8][CH2:7][N:6]([CH2:9][CH2:10][OH:11])[CH2:5][CH2:4]1.[CH2:12](Br)[CH:13]1[O:17][CH2:16][CH2:15][CH2:14]1.[I-].[Na+].O1CCC[CH2:22]1, predict the reaction product. The product is: [CH2:12]([CH2:22][O:11][CH2:10][CH2:9][N:6]1[CH2:7][CH2:8][O:3][CH2:4][CH2:5]1)[CH:13]1[O:17][CH2:16][CH2:15][CH2:14]1. (2) Given the reactants [N+:1]([C:4]1[CH:13]=[CH:12][CH:11]=[C:10]2[C:5]=1[CH:6]=[CH:7][C:8](Cl)=[N:9]2)([O-])=O.[NH2:15][C@H:16]1[C:24]2[C:19](=[CH:20][CH:21]=[CH:22][CH:23]=2)[CH2:18][CH2:17]1.[F:25][C:26]1[CH:34]=[CH:33][C:29]([C:30](Cl)=[O:31])=[CH:28][CH:27]=1, predict the reaction product. The product is: [F:25][C:26]1[CH:34]=[CH:33][C:29]([C:30]([NH:1][C:4]2[CH:13]=[CH:12][CH:11]=[C:10]3[C:5]=2[CH:6]=[CH:7][C:8]([NH:15][C@H:16]2[C:24]4[C:19](=[CH:20][CH:21]=[CH:22][CH:23]=4)[CH2:18][CH2:17]2)=[N:9]3)=[O:31])=[CH:28][CH:27]=1. (3) Given the reactants [NH:1]1[CH2:6][CH2:5][CH:4]([N:7]2[CH2:13][CH2:12][C:11]3[CH:14]=[CH:15][CH:16]=[CH:17][C:10]=3[NH:9][C:8]2=[O:18])[CH2:3][CH2:2]1.[NH2:19][C:20]1[C:35]([C:36]([F:39])([F:38])[F:37])=[CH:34][C:23]([CH2:24][C@@H:25]([CH2:30][C:31]([O-])=[O:32])[C:26]([O:28][CH3:29])=[O:27])=[CH:22][C:21]=1[Br:40].CN(C(ON1N=NC2C=CC=CC1=2)=[N+](C)C)C.[B-](F)(F)(F)F.C1C=CC2N(O)N=NC=2C=1.C(N(CC)CC)C, predict the reaction product. The product is: [NH2:19][C:20]1[C:35]([C:36]([F:37])([F:38])[F:39])=[CH:34][C:23]([CH2:24][C@@H:25]([CH2:30][C:31](=[O:32])[N:1]2[CH2:2][CH2:3][CH:4]([N:7]3[CH2:13][CH2:12][C:11]4[CH:14]=[CH:15][CH:16]=[CH:17][C:10]=4[NH:9][C:8]3=[O:18])[CH2:5][CH2:6]2)[C:26]([O:28][CH3:29])=[O:27])=[CH:22][C:21]=1[Br:40]. (4) Given the reactants Cl[C:2]1[N:7]=[C:6]([NH:8][C:9]([C:11]2([C:14]3[CH:24]=[CH:23][C:17]4[O:18][C:19]([F:22])([F:21])[O:20][C:16]=4[CH:15]=3)[CH2:13][CH2:12]2)=[O:10])[CH:5]=[CH:4][C:3]=1[CH3:25].B([C:29]1[CH:30]=[C:31]([CH:35]=[CH:36][CH:37]=1)[C:32]([OH:34])=[O:33])(O)O.C(=O)([O-])[O-].[K+].[K+], predict the reaction product. The product is: [F:21][C:19]1([F:22])[O:18][C:17]2[CH:23]=[CH:24][C:14]([C:11]3([C:9]([NH:8][C:6]4[N:7]=[C:2]([C:29]5[CH:30]=[C:31]([CH:35]=[CH:36][CH:37]=5)[C:32]([OH:34])=[O:33])[C:3]([CH3:25])=[CH:4][CH:5]=4)=[O:10])[CH2:13][CH2:12]3)=[CH:15][C:16]=2[O:20]1. (5) The product is: [C:1]([O:8][CH2:1][C:2]1[CH:7]=[CH:6][CH:5]=[CH:4][CH:3]=1)(=[O:8])[C:2]1[CH:7]=[CH:6][CH:5]=[CH:4][CH:3]=1. Given the reactants [CH2:1]([OH:8])[C:2]1[CH:7]=[CH:6][CH:5]=[CH:4][CH:3]=1, predict the reaction product. (6) The product is: [F:37][C:38]1[CH:46]=[CH:45][C:41]([C:28]([N:25]2[CH2:26][CH2:27][CH:22]([NH:21][C:19]([C:16]3[CH:15]=[CH:14][C:13]4[NH:12][C:11]5[CH2:35][CH2:36][N:8]([C:5]6[CH:4]=[CH:3][C:2]([F:1])=[CH:7][CH:6]=6)[CH2:9][C:10]=5[C:18]=4[CH:17]=3)=[O:20])[CH2:23][CH2:24]2)=[O:30])=[CH:40][CH:39]=1. Given the reactants [F:1][C:2]1[CH:7]=[CH:6][C:5]([N:8]2[CH2:36][CH2:35][C:11]3[NH:12][C:13]4[CH:14]=[CH:15][C:16]([C:19]([NH:21][CH:22]5[CH2:27][CH2:26][N:25]([C:28]([O:30]C(C)(C)C)=O)[CH2:24][CH2:23]5)=[O:20])=[CH:17][C:18]=4[C:10]=3[CH2:9]2)=[CH:4][CH:3]=1.[F:37][C:38]1[CH:46]=[CH:45][C:41](C(Cl)=O)=[CH:40][CH:39]=1.C(N(CC)CC)C.C(=O)(O)[O-].[Na+], predict the reaction product. (7) Given the reactants [OH:1][C:2]1[C:7]([C:8](=[O:10])[CH3:9])=[C:6]([O:11][CH3:12])[C:5]([O:13][C:14]2[C:22]([CH3:23])=[CH:21][C:20]([N+:24]([O-:26])=[O:25])=[C:19]3[C:15]=2[CH2:16][CH2:17][CH2:18]3)=[CH:4][CH:3]=1.N1C=CC=CC=1.[F:33][C:34]([F:47])([F:46])[S:35](O[S:35]([C:34]([F:47])([F:46])[F:33])(=[O:37])=[O:36])(=[O:37])=[O:36].Cl, predict the reaction product. The product is: [F:33][C:34]([F:47])([F:46])[S:35]([O:1][C:2]1[CH:3]=[CH:4][C:5]([O:13][C:14]2[C:22]([CH3:23])=[CH:21][C:20]([N+:24]([O-:26])=[O:25])=[C:19]3[C:15]=2[CH2:16][CH2:17][CH2:18]3)=[C:6]([O:11][CH3:12])[C:7]=1[C:8](=[O:10])[CH3:9])(=[O:37])=[O:36]. (8) Given the reactants [NH2:1][C:2]1[N:7]=[CH:6][N:5]=[C:4]2[N:8]([CH2:19][C:20]3[O:21][C:22]4[C:27]([C:28](=[O:36])[C:29]=3[C:30]3[CH:35]=[CH:34][CH:33]=[CH:32][CH:31]=3)=[CH:26][CH:25]=[CH:24][CH:23]=4)[N:9]=[C:10]([C:11]3[CH:16]=[CH:15][CH:14]=[C:13]([O:17]C)[CH:12]=3)[C:3]=12, predict the reaction product. The product is: [NH2:1][C:2]1[N:7]=[CH:6][N:5]=[C:4]2[N:8]([CH2:19][C:20]3[O:21][C:22]4[C:27]([C:28](=[O:36])[C:29]=3[C:30]3[CH:31]=[CH:32][CH:33]=[CH:34][CH:35]=3)=[CH:26][CH:25]=[CH:24][CH:23]=4)[N:9]=[C:10]([C:11]3[CH:16]=[CH:15][CH:14]=[C:13]([OH:17])[CH:12]=3)[C:3]=12.